From a dataset of Full USPTO retrosynthesis dataset with 1.9M reactions from patents (1976-2016). Predict the reactants needed to synthesize the given product. (1) Given the product [F:1][C:2]1[CH:24]=[CH:23][CH:22]=[CH:21][C:3]=1[CH2:4][N:5]1[C:9]2=[N:10][C:11]([C:14]([F:16])([F:17])[F:15])=[CH:12][CH:13]=[C:8]2[C:7]([C:18](=[NH:19])[NH:20][NH2:26])=[N:6]1, predict the reactants needed to synthesize it. The reactants are: [F:1][C:2]1[CH:24]=[CH:23][CH:22]=[CH:21][C:3]=1[CH2:4][N:5]1[C:9]2=[N:10][C:11]([C:14]([F:17])([F:16])[F:15])=[CH:12][CH:13]=[C:8]2[C:7]([C:18](=[NH:20])[NH2:19])=[N:6]1.O.[NH2:26]N. (2) Given the product [S:15]1[C:11]2[CH2:10][CH2:9][NH:8][CH2:16][C:12]=2[CH:13]=[CH:14]1, predict the reactants needed to synthesize it. The reactants are: C1C=CC(Cl)=C(C[N:8]2[CH2:16][C:12]3[CH:13]=[CH:14][S:15][C:11]=3[CH2:10][CH2:9]2)C=1.NCCC1SC=CC=1. (3) The reactants are: [OH:1][CH:2]1[CH2:7][CH2:6][N:5]([C:8](=[O:19])[CH2:9][O:10][C:11]2[C:12](=[O:18])[N:13]([CH3:17])[N:14]=[CH:15][CH:16]=2)[CH2:4][CH2:3]1.[Cl:20][C:21]1[CH:26]=[C:25]([F:27])[CH:24]=[CH:23][C:22]=1O. Given the product [Cl:20][C:21]1[CH:26]=[C:25]([F:27])[CH:24]=[CH:23][C:22]=1[O:1][CH:2]1[CH2:3][CH2:4][N:5]([C:8](=[O:19])[CH2:9][O:10][C:11]2[C:12](=[O:18])[N:13]([CH3:17])[N:14]=[CH:15][CH:16]=2)[CH2:6][CH2:7]1, predict the reactants needed to synthesize it. (4) Given the product [CH2:18]([N:19]([CH2:22][CH3:23])[CH2:20][CH2:21][N:10]1[C:11]2[C:6](=[CH:5][C:4]([N+:1]([O-:3])=[O:2])=[CH:13][CH:12]=2)[CH2:7][CH2:8][C:9]1=[O:14])[CH3:17], predict the reactants needed to synthesize it. The reactants are: [N+:1]([C:4]1[CH:5]=[C:6]2[C:11](=[CH:12][CH:13]=1)[NH:10][C:9](=[O:14])[CH2:8][CH2:7]2)([O-:3])=[O:2].Cl.Cl[CH2:17][CH2:18][N:19]([CH2:22][CH3:23])[CH2:20][CH3:21].C(=O)([O-])[O-].[K+].[K+].O.